Dataset: Forward reaction prediction with 1.9M reactions from USPTO patents (1976-2016). Task: Predict the product of the given reaction. (1) Given the reactants [CH2:1]1[C:10]2[C:5](=[CH:6][CH:7]=[CH:8][CH:9]=2)[CH2:4][CH2:3][NH:2]1.C(N(CC)CC)C.Cl[C:19]1[C:24]([CH:25]([CH2:30][CH2:31][CH3:32])[C:26]([O:28][CH3:29])=[O:27])=[C:23]([CH3:33])[N:22]=[C:21]([C:34]2[CH:39]=[CH:38][CH:37]=[CH:36][CH:35]=2)[N:20]=1, predict the reaction product. The product is: [CH2:1]1[C:10]2[C:5](=[CH:6][CH:7]=[CH:8][CH:9]=2)[CH2:4][CH2:3][N:2]1[C:19]1[C:24]([CH:25]([CH2:30][CH2:31][CH3:32])[C:26]([O:28][CH3:29])=[O:27])=[C:23]([CH3:33])[N:22]=[C:21]([C:34]2[CH:35]=[CH:36][CH:37]=[CH:38][CH:39]=2)[N:20]=1. (2) Given the reactants C[O-].[Na+].[H-].[Na+].Cl.[C:7]([NH2:10])(=[NH:9])[CH3:8].[C:11]([O:15][C:16](=[O:39])[NH:17][C:18]1([C:29]2[CH:34]=[CH:33][CH:32]=[C:31]([C:35]([CH3:38])([CH3:37])[CH3:36])[CH:30]=2)[CH2:23][CH2:22][C:21](=O)[C:20](=[CH:25]N(C)C)[CH2:19]1)([CH3:14])([CH3:13])[CH3:12], predict the reaction product. The product is: [C:11]([O:15][C:16](=[O:39])[NH:17][C:18]1([C:29]2[CH:34]=[CH:33][CH:32]=[C:31]([C:35]([CH3:38])([CH3:37])[CH3:36])[CH:30]=2)[CH2:23][CH2:22][C:21]2[N:10]=[C:7]([CH3:8])[N:9]=[CH:25][C:20]=2[CH2:19]1)([CH3:13])([CH3:14])[CH3:12]. (3) Given the reactants C(OC([NH:8][C@H:9]([C:14]([O:16][CH2:17][N:18]1[C:22]([C:23]2[CH:28]=[CH:27][C:26]([O:29][C:30]([F:33])([F:32])[F:31])=[C:25]([Cl:34])[CH:24]=2)=[CH:21][S:20][C:19]1=[N:35][C:36](=[O:52])[CH2:37][C:38]1[C:46]2[C:45](=[O:47])[N:44]([CH3:48])[C:43](=[O:49])[N:42]([CH3:50])[C:41]=2[O:40][C:39]=1[CH3:51])=[O:15])[C@H:10]([CH2:12][CH3:13])[CH3:11])=O)(C)(C)C.[Na].ClC1C=C(C2N=C(NC(=O)CC3C4C(=O)N(C)C(=O)N(C)C=4OC=3C)SC=2)C=CC=1OC(F)(F)F, predict the reaction product. The product is: [ClH:34].[NH2:8][C@H:9]([C:14]([O:16][CH2:17][N:18]1[C:22]([C:23]2[CH:28]=[CH:27][C:26]([O:29][C:30]([F:33])([F:31])[F:32])=[C:25]([Cl:34])[CH:24]=2)=[CH:21][S:20][C:19]1=[N:35][C:36](=[O:52])[CH2:37][C:38]1[C:46]2[C:45](=[O:47])[N:44]([CH3:48])[C:43](=[O:49])[N:42]([CH3:50])[C:41]=2[O:40][C:39]=1[CH3:51])=[O:15])[C@H:10]([CH2:12][CH3:13])[CH3:11]. (4) Given the reactants [NH2:1][C:2]1[C:3]([C:7]2[N:11]([C:12]3[CH:17]=[CH:16][CH:15]=[C:14]([Cl:18])[CH:13]=3)C(=O)[O:9][N:8]=2)=[N:4][O:5][N:6]=1.[C:20]1([CH2:26][C:27](Cl)=[O:28])[CH:25]=[CH:24][CH:23]=[CH:22][CH:21]=1, predict the reaction product. The product is: [Cl:18][C:14]1[CH:13]=[C:12]([NH:11][C:7](=[N:8][OH:9])[C:3]2[C:2]([NH:1][C:27](=[O:28])[CH2:26][C:20]3[CH:25]=[CH:24][CH:23]=[CH:22][CH:21]=3)=[N:6][O:5][N:4]=2)[CH:17]=[CH:16][CH:15]=1. (5) Given the reactants [CH3:1][S:2]([C:5]1[CH:14]=[C:13]2[C:8]([CH2:9][CH2:10][CH2:11][N:12]2[C:15]2[C:19]3[CH2:20][N:21]([C:24]([O:26][C:27]([CH3:30])([CH3:29])[CH3:28])=[O:25])[CH2:22][CH2:23][C:18]=3[N:17]([CH:31]3[CH2:36][CH2:35][O:34][CH2:33][CH2:32]3)[N:16]=2)=[CH:7][CH:6]=1)(=[O:4])=[O:3].[Br:37]N1C(=O)CCC1=O.O, predict the reaction product. The product is: [Br:37][C:6]1[CH:7]=[C:8]2[C:13](=[CH:14][C:5]=1[S:2]([CH3:1])(=[O:4])=[O:3])[N:12]([C:15]1[C:19]3[CH2:20][N:21]([C:24]([O:26][C:27]([CH3:30])([CH3:28])[CH3:29])=[O:25])[CH2:22][CH2:23][C:18]=3[N:17]([CH:31]3[CH2:36][CH2:35][O:34][CH2:33][CH2:32]3)[N:16]=1)[CH2:11][CH2:10][CH2:9]2. (6) Given the reactants Br[C:2]1[CH:11]=[CH:10][C:5]([C:6]([O:8][CH3:9])=[O:7])=[C:4]([F:12])[CH:3]=1.[CH:13]1(B(O)O)[CH2:15][CH2:14]1.P([O-])([O-])([O-])=O.[K+].[K+].[K+].C1(P(C2CCCCC2)C2CCCCC2)CCCCC1.O, predict the reaction product. The product is: [CH:13]1([C:2]2[CH:11]=[CH:10][C:5]([C:6]([O:8][CH3:9])=[O:7])=[C:4]([F:12])[CH:3]=2)[CH2:15][CH2:14]1.